This data is from Tyrosyl-DNA phosphodiesterase HTS with 341,365 compounds. The task is: Binary Classification. Given a drug SMILES string, predict its activity (active/inactive) in a high-throughput screening assay against a specified biological target. (1) The compound is Brc1cc2c(oc(=O)c(c2)C(=O)NCCOC)c(OC)c1. The result is 0 (inactive). (2) The drug is O(c1c(C(N2CCN(CC2)Cc2ccncc2)c2n(nnn2)C(C)(C)C)cccc1)C. The result is 0 (inactive). (3) The result is 0 (inactive). The compound is s1c(CNC(=O)C2CCN(CC2)C(=O)NCc2ccccc2)ccc1. (4) The drug is S(c1n(C2CCN(CC2)C(OCC)=O)c(=O)c2c(n1)cccc2)CC(=O)N1CCCC1. The result is 0 (inactive). (5) The molecule is S(=O)(=O)(N1CCOCC1)c1cc(C(OCC(=O)NC2CC2)=O)ccc1F. The result is 0 (inactive). (6) The drug is s1c(N2CCN(CC2)C(=O)c2cc3CCCCc3cc2)nc2c1cc(OCC)cc2. The result is 0 (inactive). (7) The result is 0 (inactive). The compound is Clc1c(OCCN2CC(CC(C2)C)C)ccc(Cl)c1. (8) The result is 0 (inactive). The molecule is Clc1cc(S(=O)(=O)c2c(=O)c3c(n(c2)CC)cc(N2CCN(CC2)c2ccccc2)c(F)c3)ccc1.